From a dataset of Reaction yield outcomes from USPTO patents with 853,638 reactions. Predict the reaction yield, written as a fraction of the theoretical maximum amount of product (1.0 means a 100% yield; for example, 0.34 means a 34% yield). (1) The product is [ClH:3].[CH2:21]([O:20][C:16]1[CH:15]=[C:14]([CH:19]=[CH:18][CH:17]=1)[CH2:13][N:10]1[C:8]2=[N:9][C:4]([O:30][CH3:29])=[N:5][C:6]([N:23]3[CH2:28][CH2:27][NH:26][CH2:25][CH2:24]3)=[C:7]2[CH:12]=[N:11]1)[CH3:22]. The catalyst is CO. The reactants are Cl.Cl.[Cl:3][C:4]1[N:9]=[C:8]2[N:10]([CH2:13][C:14]3[CH:19]=[CH:18][CH:17]=[C:16]([O:20][CH2:21][CH3:22])[CH:15]=3)[N:11]=[CH:12][C:7]2=[C:6]([N:23]2[CH2:28][CH2:27][NH:26][CH2:25][CH2:24]2)[N:5]=1.[CH3:29][O-:30].[Na+]. The yield is 0.150. (2) The reactants are Br[CH2:2][C:3]1[CH:8]=[CH:7][C:6]([C:9]#[N:10])=[CH:5][CH:4]=1.[C:11]1([C:17]2[CH:22]=[CH:21][C:20]([OH:23])=[CH:19][CH:18]=2)[CH:16]=[CH:15][CH:14]=[CH:13][CH:12]=1.C(=O)([O-])[O-].[K+].[K+].O. The catalyst is CN(C)C=O. The yield is 0.970. The product is [C:17]1([C:11]2[CH:16]=[CH:15][CH:14]=[CH:13][CH:12]=2)[CH:18]=[CH:19][C:20]([O:23][CH2:2][C:3]2[CH:8]=[CH:7][C:6]([C:9]#[N:10])=[CH:5][CH:4]=2)=[CH:21][CH:22]=1. (3) The reactants are [C:1](Cl)(=[O:3])[CH3:2].[N+:5]([C:8]1[CH:9]=[CH:10][C:11]2[O:16][CH2:15][CH2:14][NH:13][C:12]=2[CH:17]=1)([O-:7])=[O:6].C([O-])(O)=O.[Na+]. The catalyst is C(Cl)Cl. The product is [C:1]([N:13]1[C:12]2[CH:17]=[C:8]([N+:5]([O-:7])=[O:6])[CH:9]=[CH:10][C:11]=2[O:16][CH2:15][CH2:14]1)(=[O:3])[CH3:2]. The yield is 0.900.